Dataset: Forward reaction prediction with 1.9M reactions from USPTO patents (1976-2016). Task: Predict the product of the given reaction. (1) Given the reactants [C:1]([O-])(=O)[CH:2]=[CH2:3].[C:6](O)(=O)[CH:7]=[CH2:8].C(O)(=O)C=C.[NH2:16][C:17]([O:19][CH2:20][CH3:21])=[O:18].[CH:22]1[CH2:26]C=[CH:24][CH:23]=1, predict the reaction product. The product is: [CH:2]12[CH2:3][CH:22]([CH2:23][CH2:24]1)[CH:26]=[CH:1]2.[CH:7]12[CH2:8][CH:22]([CH2:23][CH2:24]1)[CH:26]=[CH:6]2.[NH2:16][C:17]([O:19][CH2:20][CH3:21])=[O:18]. (2) Given the reactants [OH:1][CH2:2][C:3]1[CH:8]=[CH:7][CH:6]=[CH:5][C:4]=1[CH:9]1[CH2:14][CH2:13][N:12](C(OC(C)(C)C)=O)[CH2:11][CH2:10]1.CCOCC.[ClH:27], predict the reaction product. The product is: [ClH:27].[OH:1][CH2:2][C:3]1[CH:8]=[CH:7][CH:6]=[CH:5][C:4]=1[CH:9]1[CH2:14][CH2:13][NH:12][CH2:11][CH2:10]1. (3) Given the reactants [F:1][C:2]1[CH:7]=[CH:6][C:5]([C:8]2[N:12]([CH2:13][CH2:14][CH2:15][CH:16]=[O:17])[N:11]=[C:10]([CH3:18])[C:9]=2[C:19]2[CH:20]=[CH:21][C:22]3[O:27][CH2:26][C:25](=[O:28])[NH:24][C:23]=3[CH:29]=2)=[CH:4][CH:3]=1.C[Si](C)(C)[C:32]([F:35])([F:34])[F:33].[F-].C([N+](CCCC)(CCCC)CCCC)CCC, predict the reaction product. The product is: [F:1][C:2]1[CH:3]=[CH:4][C:5]([C:8]2[N:12]([CH2:13][CH2:14][CH2:15][CH:16]([OH:17])[C:32]([F:35])([F:34])[F:33])[N:11]=[C:10]([CH3:18])[C:9]=2[C:19]2[CH:20]=[CH:21][C:22]3[O:27][CH2:26][C:25](=[O:28])[NH:24][C:23]=3[CH:29]=2)=[CH:6][CH:7]=1. (4) Given the reactants [Cl:1][C:2]1[CH:7]=[CH:6][C:5]([N:8]=[C:9]=[O:10])=[CH:4][CH:3]=1.Cl.[NH2:12][CH2:13][C:14]1[CH:22]=[CH:21][CH:20]=[C:19]2[C:15]=1[CH2:16][N:17]([CH:24]1[CH2:29][CH2:28][C:27](=[O:30])[NH:26][C:25]1=[O:31])[C:18]2=[O:23].C(N(CC)CC)C, predict the reaction product. The product is: [Cl:1][C:2]1[CH:7]=[CH:6][C:5]([NH:8][C:9]([NH:12][CH2:13][C:14]2[CH:22]=[CH:21][CH:20]=[C:19]3[C:15]=2[CH2:16][N:17]([CH:24]2[CH2:29][CH2:28][C:27](=[O:30])[NH:26][C:25]2=[O:31])[C:18]3=[O:23])=[O:10])=[CH:4][CH:3]=1. (5) The product is: [CH3:32][C:33]([CH3:38])([CH3:37])[C:34]([NH:1][C:2]1[C:3](=[O:31])[N:4]([CH2:23][CH2:24][C:25]2[CH:26]=[CH:27][CH:28]=[CH:29][CH:30]=2)[C:5]([C:9]2[CH:14]=[CH:13][CH:12]=[CH:11][C:10]=2[O:15][CH2:16][C:17]2[CH:22]=[CH:21][CH:20]=[CH:19][CH:18]=2)=[N:6][C:7]=1[CH3:8])=[O:35]. Given the reactants [NH2:1][C:2]1[C:3](=[O:31])[N:4]([CH2:23][CH2:24][C:25]2[CH:30]=[CH:29][CH:28]=[CH:27][CH:26]=2)[C:5]([C:9]2[CH:14]=[CH:13][CH:12]=[CH:11][C:10]=2[O:15][CH2:16][C:17]2[CH:22]=[CH:21][CH:20]=[CH:19][CH:18]=2)=[N:6][C:7]=1[CH3:8].[CH3:32][C:33]([CH3:38])([CH3:37])[C:34](Cl)=[O:35], predict the reaction product. (6) Given the reactants [CH2:1]([N:8]1[C:12]2[C:13](=[O:35])[N:14]([CH3:34])[C:15]([CH:24]([O:29][C:30]([CH3:33])([CH3:32])[CH3:31])[C:25]([O:27]C)=[O:26])=[C:16]([C:17]3[CH:22]=[CH:21][C:20]([Cl:23])=[CH:19][CH:18]=3)[C:11]=2[CH:10]=[CH:9]1)[C:2]1[CH:7]=[CH:6][CH:5]=[CH:4][CH:3]=1.[OH-].[Na+].Cl, predict the reaction product. The product is: [CH2:1]([N:8]1[C:12]2[C:13](=[O:35])[N:14]([CH3:34])[C:15]([CH:24]([O:29][C:30]([CH3:31])([CH3:32])[CH3:33])[C:25]([OH:27])=[O:26])=[C:16]([C:17]3[CH:22]=[CH:21][C:20]([Cl:23])=[CH:19][CH:18]=3)[C:11]=2[CH:10]=[CH:9]1)[C:2]1[CH:7]=[CH:6][CH:5]=[CH:4][CH:3]=1. (7) Given the reactants [N:1]([C:4]1[S:8][C:7]2[CH2:9][CH2:10][CH2:11][CH2:12][CH2:13][CH2:14][C:6]=2[C:5]=1[C:15]([O:17]C)=O)=[C:2]=[S:3].[N:19]1([CH2:24][CH2:25][CH2:26][NH2:27])[CH:23]=[CH:22][N:21]=[CH:20]1, predict the reaction product. The product is: [N:19]1([CH2:24][CH2:25][CH2:26][N:27]2[C:15](=[O:17])[C:5]3[C:6]4[CH2:14][CH2:13][CH2:12][CH2:11][CH2:10][CH2:9][C:7]=4[S:8][C:4]=3[NH:1][C:2]2=[S:3])[CH:23]=[CH:22][N:21]=[CH:20]1.